Dataset: Full USPTO retrosynthesis dataset with 1.9M reactions from patents (1976-2016). Task: Predict the reactants needed to synthesize the given product. (1) Given the product [NH2:23][C:20]1[N:19]=[CH:18][C:17]([O:16][C:14]2[CH:13]=[CH:12][C:11]([CH3:26])=[C:10]([NH:9][C:7]([C:6]3[N:2]([CH3:1])[N:3]=[C:4]([CH3:27])[CH:5]=3)=[O:8])[CH:15]=2)=[CH:22][CH:21]=1, predict the reactants needed to synthesize it. The reactants are: [CH3:1][N:2]1[C:6]([C:7]([NH:9][C:10]2[CH:15]=[C:14]([O:16][C:17]3[CH:18]=[N:19][C:20]([N+:23]([O-])=O)=[CH:21][CH:22]=3)[CH:13]=[CH:12][C:11]=2[CH3:26])=[O:8])=[CH:5][C:4]([CH3:27])=[N:3]1. (2) Given the product [CH3:39][C:17]1[CH:18]=[C:19]([C:22]([N:24]2[CH2:33][C:32]3[CH:31]=[N:30][N:29]([CH3:34])[C:28]=3[NH:27][C:26]3[CH:35]=[CH:36][CH:37]=[CH:38][C:25]2=3)=[O:23])[CH:20]=[CH:21][C:16]=1[CH2:15][CH2:14][C:13]([OH:40])=[O:12], predict the reactants needed to synthesize it. The reactants are: FC(F)(F)C(O)=O.C([O:12][C:13](=[O:40])[CH2:14][CH2:15][C:16]1[CH:21]=[CH:20][C:19]([C:22]([N:24]2[CH2:33][C:32]3[CH:31]=[N:30][N:29]([CH3:34])[C:28]=3[NH:27][C:26]3[CH:35]=[CH:36][CH:37]=[CH:38][C:25]2=3)=[O:23])=[CH:18][C:17]=1[CH3:39])(C)(C)C. (3) The reactants are: Br[C:2]1[CH:3]=[C:4]([CH:15]=[CH:16][CH:17]=1)[CH2:5][NH:6][C:7]1[C:8]([NH2:14])=[N:9][C:10]([CH3:13])=[CH:11][CH:12]=1.[CH3:18][O:19][C:20]1[CH:21]=[C:22](B(O)O)[CH:23]=[CH:24][CH:25]=1.C(=O)([O-])[O-].[K+].[K+].CO. Given the product [CH3:18][O:19][C:20]1[CH:25]=[C:24]([C:2]2[CH:17]=[CH:16][CH:15]=[C:4]([CH2:5][NH:6][C:7]3[C:8]([NH2:14])=[N:9][C:10]([CH3:13])=[CH:11][CH:12]=3)[CH:3]=2)[CH:23]=[CH:22][CH:21]=1, predict the reactants needed to synthesize it. (4) The reactants are: [Br:1][CH2:2][CH2:3][C:4]1[C:12]([CH3:13])=[C:11]([CH3:14])[CH:10]=[C:9]2[C:5]=1[CH2:6][CH:7]([CH3:17])[CH:8]2OC.CC1C=CC(S(O)(=O)=O)=CC=1.BrCCC1C(C)=C(C)C=C2C=1C=C(C)C2. Given the product [Br:1][CH2:2][CH2:3][C:4]1[C:12]([CH3:13])=[C:11]([CH3:14])[CH:10]=[C:9]2[C:5]=1[CH2:6][C:7]([CH3:17])=[CH:8]2, predict the reactants needed to synthesize it. (5) Given the product [N:1]1([S:5]([NH:8][C:9](=[O:39])[C:10]2[CH:15]=[C:14]([Cl:16])[C:13]([O:17][CH2:18][C:19]34[CH2:28][CH:23]5[CH2:24][CH:25]([CH2:27][C:21]([CH2:29][OH:30])([CH2:22]5)[CH2:20]3)[CH2:26]4)=[CH:12][C:11]=2[F:38])(=[O:7])=[O:6])[CH2:4][CH2:3][CH2:2]1, predict the reactants needed to synthesize it. The reactants are: [N:1]1([S:5]([NH:8][C:9](=[O:39])[C:10]2[CH:15]=[C:14]([Cl:16])[C:13]([O:17][CH2:18][C:19]34[CH2:28][CH:23]5[CH2:24][CH:25]([CH2:27][C:21]([CH2:29][O:30][Si](C(C)(C)C)(C)C)([CH2:22]5)[CH2:20]3)[CH2:26]4)=[CH:12][C:11]=2[F:38])(=[O:7])=[O:6])[CH2:4][CH2:3][CH2:2]1.[F-].C([N+](CCCC)(CCCC)CCCC)CCC. (6) Given the product [Br:1][C:2]1[CH:3]=[C:4]([NH:8][CH:14]([C:13]2[CH:16]=[CH:17][CH:18]=[C:11]([O:10][CH3:9])[CH:12]=2)[C:23]#[N:24])[CH:5]=[N:6][CH:7]=1, predict the reactants needed to synthesize it. The reactants are: [Br:1][C:2]1[CH:3]=[C:4]([NH2:8])[CH:5]=[N:6][CH:7]=1.[CH3:9][O:10][C:11]1[CH:12]=[C:13]([CH:16]=[CH:17][CH:18]=1)[CH:14]=O.[Si]([C:23]#[N:24])(C)(C)C. (7) Given the product [NH2:1][C:2]1[S:3][C:12]([CH3:13])=[C:6]([C:7]([O:9][CH2:10][CH3:11])=[O:8])[N:4]=1, predict the reactants needed to synthesize it. The reactants are: [NH2:1][C:2]([NH2:4])=[S:3].Cl[CH:6]([C:12](=O)[CH3:13])[C:7]([O:9][CH2:10][CH3:11])=[O:8]. (8) The reactants are: [Si]([O:8][CH:9]1[CH2:13][CH2:12][N:11]([C:14]2[CH:22]=[C:21]3[C:17]([C:18]4[C:26]([C:27]5[CH:32]=[CH:31][CH:30]=[C:29]([N:33]6[CH2:41][C:40]7[C:35](=[CH:36][C:37]([Cl:42])=[CH:38][CH:39]=7)[C:34]6=[O:43])[C:28]=5[CH3:44])=[CH:25][N:24]=[C:23]([C:45]([NH2:47])=[O:46])[C:19]=4[NH:20]3)=[CH:16][CH:15]=2)[CH2:10]1)(C(C)(C)C)(C)C.CCCC[N+](CCCC)(CCCC)CCCC.[F-].C1COCC1. Given the product [Cl:42][C:37]1[CH:36]=[C:35]2[C:40]([CH2:41][N:33]([C:29]3[C:28]([CH3:44])=[C:27]([C:26]4[C:18]5[C:17]6[C:21](=[CH:22][C:14]([N:11]7[CH2:12][CH2:13][CH:9]([OH:8])[CH2:10]7)=[CH:15][CH:16]=6)[NH:20][C:19]=5[C:23]([C:45]([NH2:47])=[O:46])=[N:24][CH:25]=4)[CH:32]=[CH:31][CH:30]=3)[C:34]2=[O:43])=[CH:39][CH:38]=1, predict the reactants needed to synthesize it. (9) Given the product [N:10]1([C:3]2[C:4]3[C:9](=[CH:8][CH:7]=[CH:6][CH:5]=3)[N:1]([S:44]([C:42]3[CH:41]=[CH:40][C:38]4[NH:39][C:34](=[O:33])[CH2:35][O:36][C:37]=4[CH:43]=3)(=[O:46])=[O:45])[CH:2]=2)[CH2:11][CH2:12][NH:13][CH2:14][CH2:15]1, predict the reactants needed to synthesize it. The reactants are: [NH:1]1[C:9]2[C:4](=[CH:5][CH:6]=[CH:7][CH:8]=2)[C:3]([N:10]2[CH2:15][CH2:14][N:13](C(OC(C)(C)C)=O)[CH2:12][CH2:11]2)=[CH:2]1.C[Si]([N-][Si](C)(C)C)(C)C.[Na+].[O:33]=[C:34]1[NH:39][C:38]2[CH:40]=[CH:41][C:42]([S:44](Cl)(=[O:46])=[O:45])=[CH:43][C:37]=2[O:36][CH2:35]1.